Dataset: Reaction yield outcomes from USPTO patents with 853,638 reactions. Task: Predict the reaction yield, written as a fraction of the theoretical maximum amount of product (1.0 means a 100% yield; for example, 0.34 means a 34% yield). (1) The reactants are [C:1]([Si:5]([CH3:8])([CH3:7])Cl)([CH3:4])([CH3:3])[CH3:2].C(N(C(C)C)CC)(C)C.[Br:18][C:19]1[CH:24]=[CH:23][C:22]([S:25]([CH2:28][CH2:29][CH2:30][OH:31])(=[O:27])=[O:26])=[CH:21][CH:20]=1.O. The catalyst is CN(C)C=O. The product is [Br:18][C:19]1[CH:20]=[CH:21][C:22]([S:25]([CH2:28][CH2:29][CH2:30][O:31][Si:5]([C:1]([CH3:4])([CH3:3])[CH3:2])([CH3:8])[CH3:7])(=[O:26])=[O:27])=[CH:23][CH:24]=1. The yield is 0.650. (2) The reactants are [O:1]1[CH:5]=[CH:4][C:3]([C:6]2[S:10][C:9]([S:11](Cl)(=[O:13])=[O:12])=[CH:8][CH:7]=2)=[N:2]1.[NH2:15][C:16]1[CH:17]=[C:18]([C:22]2[NH:26][N:25]=[N:24][N:23]=2)[CH:19]=[CH:20][CH:21]=1.C(O)(C(F)(F)F)=O. The catalyst is O. The product is [O:1]1[CH:5]=[CH:4][C:3]([C:6]2[S:10][C:9]([S:11]([NH:15][C:16]3[CH:21]=[CH:20][CH:19]=[C:18]([C:22]4[NH:26][N:25]=[N:24][N:23]=4)[CH:17]=3)(=[O:13])=[O:12])=[CH:8][CH:7]=2)=[N:2]1. The yield is 0.540.